From a dataset of Catalyst prediction with 721,799 reactions and 888 catalyst types from USPTO. Predict which catalyst facilitates the given reaction. Product: [NH2:18][C:12]1[N:11]=[C:16]([NH:17][C:2]2[C:3](=[O:10])[N:4]([CH3:9])[CH:5]=[C:6]([Br:8])[CH:7]=2)[CH:15]=[CH:14][CH:13]=1. The catalyst class is: 102. Reactant: Br[C:2]1[C:3](=[O:10])[N:4]([CH3:9])[CH:5]=[C:6]([Br:8])[CH:7]=1.[N:11]1[C:16]([NH2:17])=[CH:15][CH:14]=[CH:13][C:12]=1[NH2:18].CC1(C)C2C(=C(P(C3C=CC=CC=3)C3C=CC=CC=3)C=CC=2)OC2C(P(C3C=CC=CC=3)C3C=CC=CC=3)=CC=CC1=2.C(=O)([O-])[O-].[Cs+].[Cs+].